Dataset: NCI-60 drug combinations with 297,098 pairs across 59 cell lines. Task: Regression. Given two drug SMILES strings and cell line genomic features, predict the synergy score measuring deviation from expected non-interaction effect. (1) Drug 1: C1=CC(=CC=C1C#N)C(C2=CC=C(C=C2)C#N)N3C=NC=N3. Drug 2: C1C(C(OC1N2C=NC(=NC2=O)N)CO)O. Cell line: NCI-H226. Synergy scores: CSS=5.76, Synergy_ZIP=1.89, Synergy_Bliss=4.74, Synergy_Loewe=4.08, Synergy_HSA=3.72. (2) Drug 2: CC12CCC3C(C1CCC2O)C(CC4=C3C=CC(=C4)O)CCCCCCCCCS(=O)CCCC(C(F)(F)F)(F)F. Drug 1: CC1=C(C=C(C=C1)C(=O)NC2=CC(=CC(=C2)C(F)(F)F)N3C=C(N=C3)C)NC4=NC=CC(=N4)C5=CN=CC=C5. Cell line: ACHN. Synergy scores: CSS=-6.53, Synergy_ZIP=4.85, Synergy_Bliss=5.77, Synergy_Loewe=-5.70, Synergy_HSA=-5.06. (3) Drug 1: CCC1(CC2CC(C3=C(CCN(C2)C1)C4=CC=CC=C4N3)(C5=C(C=C6C(=C5)C78CCN9C7C(C=CC9)(C(C(C8N6C)(C(=O)OC)O)OC(=O)C)CC)OC)C(=O)OC)O.OS(=O)(=O)O. Cell line: HCT116. Drug 2: CCC1=C2CN3C(=CC4=C(C3=O)COC(=O)C4(CC)O)C2=NC5=C1C=C(C=C5)O. Synergy scores: CSS=54.9, Synergy_ZIP=3.25, Synergy_Bliss=2.45, Synergy_Loewe=-29.9, Synergy_HSA=2.39. (4) Drug 1: COC1=CC(=CC(=C1O)OC)C2C3C(COC3=O)C(C4=CC5=C(C=C24)OCO5)OC6C(C(C7C(O6)COC(O7)C8=CC=CS8)O)O. Drug 2: CNC(=O)C1=NC=CC(=C1)OC2=CC=C(C=C2)NC(=O)NC3=CC(=C(C=C3)Cl)C(F)(F)F. Cell line: SF-295. Synergy scores: CSS=55.6, Synergy_ZIP=0.491, Synergy_Bliss=1.41, Synergy_Loewe=-11.5, Synergy_HSA=6.13.